From a dataset of Reaction yield outcomes from USPTO patents with 853,638 reactions. Predict the reaction yield, written as a fraction of the theoretical maximum amount of product (1.0 means a 100% yield; for example, 0.34 means a 34% yield). (1) No catalyst specified. The yield is 0.980. The reactants are [Br:1][C:2]1[CH:3]=[C:4]2[O:10]C(=O)[NH:8][C:5]2=[N:6][CH:7]=1.[OH-].[Na+].C(=O)=O. The product is [NH2:8][C:5]1[C:4]([OH:10])=[CH:3][C:2]([Br:1])=[CH:7][N:6]=1. (2) The reactants are [CH3:1][S:2]([OH:5])(=[O:4])=[O:3].[Cl:6][C:7]1[C:8]([F:37])=[C:9]([CH:34]=[CH:35][CH:36]=1)[NH:10][C:11]1[C:20]2[C:15](=[CH:16][C:17]([O:32][CH3:33])=[C:18]([O:21][CH:22]3[CH2:27][CH2:26][N:25]([C:28](=[O:31])[CH2:29][OH:30])[CH2:24][CH2:23]3)[CH:19]=2)[N:14]=[CH:13][N:12]=1. The catalyst is O. The product is [CH3:1][S:2]([OH:5])(=[O:4])=[O:3].[Cl:6][C:7]1[C:8]([F:37])=[C:9]([CH:34]=[CH:35][CH:36]=1)[NH:10][C:11]1[C:20]2[C:15](=[CH:16][C:17]([O:32][CH3:33])=[C:18]([O:21][CH:22]3[CH2:27][CH2:26][N:25]([C:28](=[O:31])[CH2:29][OH:30])[CH2:24][CH2:23]3)[CH:19]=2)[N:14]=[CH:13][N:12]=1. The yield is 0.830.